This data is from Full USPTO retrosynthesis dataset with 1.9M reactions from patents (1976-2016). The task is: Predict the reactants needed to synthesize the given product. (1) Given the product [Cl:16][C:17]1[CH:18]=[CH:19][C:20]2[O:24][C:23]([NH:25][CH:4]3[C:5]4[C:10](=[CH:9][CH:8]=[C:7]([C:12]#[N:13])[CH:6]=4)[O:11][C:2]([CH3:15])([CH3:1])[CH:3]3[OH:14])=[N:22][C:21]=2[CH:26]=1, predict the reactants needed to synthesize it. The reactants are: [CH3:1][C:2]1([CH3:15])[O:11][C:10]2[C:5](=[CH:6][C:7]([C:12]#[N:13])=[CH:8][CH:9]=2)[CH:4]2[O:14][CH:3]12.[Cl:16][C:17]1[CH:18]=[CH:19][C:20]2[O:24][C:23]([NH2:25])=[N:22][C:21]=2[CH:26]=1. (2) Given the product [CH:1]([C:3]1[CH:8]=[C:7]([O:9][CH3:10])[N:6]=[CH:5][C:4]=1[O:11][CH2:12][C:13]1[CH:14]=[N:15][CH:16]=[C:17]([CH:21]=1)[C:18]([OH:20])=[O:19])=[O:2], predict the reactants needed to synthesize it. The reactants are: [CH:1]([C:3]1[CH:8]=[C:7]([O:9][CH3:10])[N:6]=[CH:5][C:4]=1[O:11][CH2:12][C:13]1[CH:14]=[N:15][CH:16]=[C:17]([CH:21]=1)[C:18]([O-:20])=[O:19])=[O:2].[OH-].[Na+]. (3) Given the product [Cl:1][C:2]1[CH:7]=[CH:6][N:5]=[C:4]2[NH:8][C:9]([I:11])=[CH:10][C:3]=12, predict the reactants needed to synthesize it. The reactants are: [Cl:1][C:2]1[CH:7]=[CH:6][N:5]=[C:4]2[N:8](S(C3C=CC=CC=3I)(=O)=O)[C:9]([I:11])=[CH:10][C:3]=12.[OH-].[Na+].CO.[Cl-].[NH4+]. (4) Given the product [CH2:22]([CH:26]1[CH2:31][CH2:30][N:29]([CH2:2][CH2:3][CH2:4][N:5]2[C:14]3[C:9](=[CH:10][CH:11]=[CH:12][CH:13]=3)[CH:8]=[CH:7][C:6]2=[O:15])[CH2:28][CH2:27]1)[CH2:23][CH2:24][CH3:25], predict the reactants needed to synthesize it. The reactants are: Cl[CH2:2][CH2:3][CH2:4][N:5]1[C:14]2[C:9](=[CH:10][CH:11]=[CH:12][CH:13]=2)[CH:8]=[CH:7][C:6]1=[O:15].C([O-])([O-])=O.[K+].[K+].[CH2:22]([CH:26]1[CH2:31][CH2:30][NH:29][CH2:28][CH2:27]1)[CH2:23][CH2:24][CH3:25].CC#N. (5) Given the product [C:1]([O:7][CH2:8][CH:9]([O:16][C:17](=[O:22])[CH2:18][CH2:19][CH2:20][CH3:21])[C:10](=[O:25])[C:11](=[O:13])[CH3:12])(=[O:6])[CH2:2][CH2:3][CH2:4][CH3:5], predict the reactants needed to synthesize it. The reactants are: [C:1]([O:7][CH2:8][CH:9]([O:16][C:17](=[O:22])[CH2:18][CH2:19][CH2:20][CH3:21])[C:10](=[N+]=[N-])[C:11](=[O:13])[CH3:12])(=[O:6])[CH2:2][CH2:3][CH2:4][CH3:5].CC(C)=[O:25].CC1(C)OO1.